From a dataset of Reaction yield outcomes from USPTO patents with 853,638 reactions. Predict the reaction yield, written as a fraction of the theoretical maximum amount of product (1.0 means a 100% yield; for example, 0.34 means a 34% yield). The reactants are [C:1]([CH:3]1[CH2:6][N:5]([C:7](=[O:42])[C@H:8]([NH:10][C:11]([C:13]2[C:21]3[C:16](=[N:17][CH:18]=[C:19]([C:22]4[N:23]=[C:24](SC)[N:25]5[CH:30]=[C:29]([F:31])[CH:28]=[CH:27][C:26]=45)[N:20]=3)[N:15]([CH2:34][O:35][CH2:36][CH2:37][Si:38]([CH3:41])([CH3:40])[CH3:39])[CH:14]=2)=[O:12])[CH3:9])[CH2:4]1)#[N:2].[CH:43]1C=C(Cl)C=C(C(OO)=O)C=1.[O-:54][S:55]([O-:58])(=S)=O.[Na+].[Na+]. The catalyst is ClCCl.O. The product is [C:1]([CH:3]1[CH2:6][N:5]([C:7](=[O:42])[C@H:8]([NH:10][C:11]([C:13]2[C:21]3[C:16](=[N:17][CH:18]=[C:19]([C:22]4[N:23]=[C:24]([S:55]([CH3:43])(=[O:58])=[O:54])[N:25]5[CH:30]=[C:29]([F:31])[CH:28]=[CH:27][C:26]=45)[N:20]=3)[N:15]([CH2:34][O:35][CH2:36][CH2:37][Si:38]([CH3:39])([CH3:41])[CH3:40])[CH:14]=2)=[O:12])[CH3:9])[CH2:4]1)#[N:2]. The yield is 0.250.